Dataset: Catalyst prediction with 721,799 reactions and 888 catalyst types from USPTO. Task: Predict which catalyst facilitates the given reaction. Reactant: [Br:1][C:2]1[CH:10]=[C:9]2[C:5]([CH2:6][CH2:7][C:8]2=[O:11])=[CH:4][CH:3]=1.Br[CH2:13][CH2:14][C:15]1[CH:20]=[CH:19][CH:18]=[CH:17][C:16]=1[CH2:21][CH2:22]Br.[H-].[Na+]. Product: [Br:1][C:2]1[CH:10]=[C:9]2[C:5]([CH2:6][C:7]3([CH2:22][CH2:21][C:16]4[CH:17]=[CH:18][CH:19]=[CH:20][C:15]=4[CH2:14][CH2:13]3)[C:8]2=[O:11])=[CH:4][CH:3]=1. The catalyst class is: 1.